From a dataset of NCI-60 drug combinations with 297,098 pairs across 59 cell lines. Regression. Given two drug SMILES strings and cell line genomic features, predict the synergy score measuring deviation from expected non-interaction effect. Drug 1: CC1C(C(CC(O1)OC2CC(CC3=C2C(=C4C(=C3O)C(=O)C5=C(C4=O)C(=CC=C5)OC)O)(C(=O)C)O)N)O.Cl. Drug 2: CCC(=C(C1=CC=CC=C1)C2=CC=C(C=C2)OCCN(C)C)C3=CC=CC=C3.C(C(=O)O)C(CC(=O)O)(C(=O)O)O. Cell line: PC-3. Synergy scores: CSS=13.2, Synergy_ZIP=-5.59, Synergy_Bliss=-2.69, Synergy_Loewe=-4.23, Synergy_HSA=-1.84.